From a dataset of Full USPTO retrosynthesis dataset with 1.9M reactions from patents (1976-2016). Predict the reactants needed to synthesize the given product. (1) Given the product [C:1]([O:5][C:6]([N:8]1[CH2:9][C@@H:10]([CH2:18][N:19]([C:23](=[O:37])[C:24]2[CH:29]=[CH:28][C:27]([CH3:30])=[C:26]([O:31][CH2:32][CH2:33][CH2:34][O:35][CH3:36])[CH:25]=2)[CH:20]([CH3:22])[CH3:21])[C@H:11]([CH2:13][N:14]([CH:15]2[CH2:16][CH2:17]2)[C:1](=[O:5])[CH2:2][C:45]2[CH:44]=[CH:12][CH:11]=[CH:10][CH:9]=2)[CH2:12]1)=[O:7])([CH3:2])([CH3:3])[CH3:4], predict the reactants needed to synthesize it. The reactants are: [C:1]([O:5][C:6]([N:8]1[CH2:12][C@@H:11]([CH2:13][NH:14][CH:15]2[CH2:17][CH2:16]2)[C@H:10]([CH2:18][N:19]([C:23](=[O:37])[C:24]2[CH:29]=[CH:28][C:27]([CH3:30])=[C:26]([O:31][CH2:32][CH2:33][CH2:34][O:35][CH3:36])[CH:25]=2)[CH:20]([CH3:22])[CH3:21])[CH2:9]1)=[O:7])([CH3:4])([CH3:3])[CH3:2].[Cl-].C(N([CH2:44][CH3:45])CC)C. (2) Given the product [CH2:22]([N:24]1[CH2:28][CH2:27][C@H:26]([C:7]([C:1]2[CH:2]=[CH:3][CH:4]=[CH:5][CH:6]=2)([C:10]2[CH:11]=[CH:12][CH:13]=[CH:14][CH:15]=2)[C:8]#[N:9])[CH2:25]1)[CH3:23].[CH2:22]([N:24]1[CH2:25][CH2:18][C@@H:17]([OH:20])[CH2:16]1)[CH3:23], predict the reactants needed to synthesize it. The reactants are: [C:1]1([CH:7]([C:10]2[CH:15]=[CH:14][CH:13]=[CH:12][CH:11]=2)[C:8]#[N:9])[CH:6]=[CH:5][CH:4]=[CH:3][CH:2]=1.[CH3:16][C:17]([O-:20])(C)[CH3:18].[K+].[CH2:22]([N:24]1[CH2:28][CH2:27][C@H:26](C2C=C(C)C=CC=2S([O-])(=O)=O)[CH2:25]1)[CH3:23].O. (3) Given the product [N:11]1([C:14]2[N:15]=[CH:16][C:17]([CH2:24][OH:25])=[CH:18][C:19]=2[C:20]([F:23])([F:21])[F:22])[CH2:12][CH2:13][NH:8][CH2:9][CH2:10]1, predict the reactants needed to synthesize it. The reactants are: C(OC([N:8]1[CH2:13][CH2:12][N:11]([C:14]2[C:19]([C:20]([F:23])([F:22])[F:21])=[CH:18][C:17]([CH2:24][OH:25])=[CH:16][N:15]=2)[CH2:10][CH2:9]1)=O)(C)(C)C. (4) Given the product [C:18]([C:14]1[S:13][C:17]([CH:22]=[O:23])=[CH:16][CH:15]=1)#[N:19], predict the reactants needed to synthesize it. The reactants are: C([N-]C(C)C)(C)C.C([Li])CCC.[S:13]1[CH:17]=[CH:16][CH:15]=[C:14]1[C:18]#[N:19].C(O)(=O)C[C:22](CC(O)=O)(C(O)=O)[OH:23]. (5) Given the product [Cl:40][C:24]1[C:25]([NH:27][C:28]2[CH:33]=[CH:32][CH:31]=[CH:30][C:29]=2[S:34]([N:37]([CH3:39])[CH3:38])(=[O:36])=[O:35])=[N:26][C:21]([NH:19][C:4]2[CH:5]=[CH:6][C:7]3[CH2:13][CH:12]([NH:14][CH2:15][CH2:16][O:17][CH3:18])[CH2:11][CH2:10][CH2:9][C:8]=3[C:3]=2[O:2][CH3:1])=[N:22][CH:23]=1, predict the reactants needed to synthesize it. The reactants are: [CH3:1][O:2][C:3]1[C:8]2[CH2:9][CH2:10][CH2:11][CH:12]([NH:14][CH2:15][CH2:16][O:17][CH3:18])[CH2:13][C:7]=2[CH:6]=[CH:5][C:4]=1[NH2:19].Cl[C:21]1[N:26]=[C:25]([NH:27][C:28]2[CH:33]=[CH:32][CH:31]=[CH:30][C:29]=2[S:34]([N:37]([CH3:39])[CH3:38])(=[O:36])=[O:35])[C:24]([Cl:40])=[CH:23][N:22]=1. (6) Given the product [Cl:3][C:4]1[CH:9]=[CH:8][C:7]([C:10]2[CH:11]=[CH:12][C:13]([C:16]#[C:17][CH2:18][CH2:19][C:20]3[CH:21]=[CH:22][C:23]([CH2:24][N:25]4[CH2:29][CH2:28][CH2:27][CH:26]4[C:30]([OH:32])=[O:31])=[CH:34][CH:35]=3)=[N:14][CH:15]=2)=[CH:6][CH:5]=1, predict the reactants needed to synthesize it. The reactants are: [OH-].[Na+].[Cl:3][C:4]1[CH:9]=[CH:8][C:7]([C:10]2[CH:11]=[CH:12][C:13]([C:16]#[C:17][CH2:18][CH2:19][C:20]3[CH:35]=[CH:34][C:23]([CH2:24][N:25]4[CH2:29][CH2:28][CH2:27][CH:26]4[C:30]([O:32]C)=[O:31])=[CH:22][CH:21]=3)=[N:14][CH:15]=2)=[CH:6][CH:5]=1.